Dataset: NCI-60 drug combinations with 297,098 pairs across 59 cell lines. Task: Regression. Given two drug SMILES strings and cell line genomic features, predict the synergy score measuring deviation from expected non-interaction effect. (1) Drug 1: CC1=CC=C(C=C1)C2=CC(=NN2C3=CC=C(C=C3)S(=O)(=O)N)C(F)(F)F. Drug 2: B(C(CC(C)C)NC(=O)C(CC1=CC=CC=C1)NC(=O)C2=NC=CN=C2)(O)O. Cell line: MOLT-4. Synergy scores: CSS=44.0, Synergy_ZIP=-1.60, Synergy_Bliss=-0.592, Synergy_Loewe=-30.4, Synergy_HSA=0.907. (2) Drug 1: CNC(=O)C1=NC=CC(=C1)OC2=CC=C(C=C2)NC(=O)NC3=CC(=C(C=C3)Cl)C(F)(F)F. Drug 2: CCC1(C2=C(COC1=O)C(=O)N3CC4=CC5=C(C=CC(=C5CN(C)C)O)N=C4C3=C2)O.Cl. Cell line: RPMI-8226. Synergy scores: CSS=30.6, Synergy_ZIP=0.930, Synergy_Bliss=2.60, Synergy_Loewe=-4.71, Synergy_HSA=2.19. (3) Drug 1: CN1CCC(CC1)COC2=C(C=C3C(=C2)N=CN=C3NC4=C(C=C(C=C4)Br)F)OC. Drug 2: CC1C(C(CC(O1)OC2CC(CC3=C2C(=C4C(=C3O)C(=O)C5=C(C4=O)C(=CC=C5)OC)O)(C(=O)CO)O)N)O.Cl. Cell line: UO-31. Synergy scores: CSS=64.2, Synergy_ZIP=6.95, Synergy_Bliss=7.85, Synergy_Loewe=11.6, Synergy_HSA=12.2. (4) Drug 1: C1CCC(C1)C(CC#N)N2C=C(C=N2)C3=C4C=CNC4=NC=N3. Drug 2: CN(C)C1=NC(=NC(=N1)N(C)C)N(C)C. Cell line: UO-31. Synergy scores: CSS=8.19, Synergy_ZIP=-3.78, Synergy_Bliss=-4.44, Synergy_Loewe=-27.7, Synergy_HSA=-5.92. (5) Drug 1: CC1=C(C(=CC=C1)Cl)NC(=O)C2=CN=C(S2)NC3=CC(=NC(=N3)C)N4CCN(CC4)CCO. Drug 2: C#CCC(CC1=CN=C2C(=N1)C(=NC(=N2)N)N)C3=CC=C(C=C3)C(=O)NC(CCC(=O)O)C(=O)O. Cell line: HL-60(TB). Synergy scores: CSS=52.0, Synergy_ZIP=3.27, Synergy_Bliss=-0.619, Synergy_Loewe=-1.82, Synergy_HSA=0.238. (6) Drug 1: CC1C(C(=O)NC(C(=O)N2CCCC2C(=O)N(CC(=O)N(C(C(=O)O1)C(C)C)C)C)C(C)C)NC(=O)C3=C4C(=C(C=C3)C)OC5=C(C(=O)C(=C(C5=N4)C(=O)NC6C(OC(=O)C(N(C(=O)CN(C(=O)C7CCCN7C(=O)C(NC6=O)C(C)C)C)C)C(C)C)C)N)C. Drug 2: CC1CCCC2(C(O2)CC(NC(=O)CC(C(C(=O)C(C1O)C)(C)C)O)C(=CC3=CSC(=N3)C)C)C. Cell line: HOP-62. Synergy scores: CSS=47.4, Synergy_ZIP=0.625, Synergy_Bliss=2.87, Synergy_Loewe=6.76, Synergy_HSA=7.09.